This data is from Forward reaction prediction with 1.9M reactions from USPTO patents (1976-2016). The task is: Predict the product of the given reaction. (1) Given the reactants [F:1][C:2]1[CH:27]=[C:26]([F:28])[CH:25]=[CH:24][C:3]=1[CH2:4][N:5]1[C:9]2=[CH:10][N:11]=[C:12]([C:14]([O:16]C)=[O:15])[CH:13]=[C:8]2[C:7]([CH2:18][O:19][CH2:20][CH2:21][O:22][CH3:23])=[CH:6]1.O.[OH-].[Li+].O, predict the reaction product. The product is: [F:1][C:2]1[CH:27]=[C:26]([F:28])[CH:25]=[CH:24][C:3]=1[CH2:4][N:5]1[C:9]2=[CH:10][N:11]=[C:12]([C:14]([OH:16])=[O:15])[CH:13]=[C:8]2[C:7]([CH2:18][O:19][CH2:20][CH2:21][O:22][CH3:23])=[CH:6]1. (2) Given the reactants C1(N[C:8]2[C:9]3[S:28][CH2:27][CH2:26][C:10]=3N=C(N3CCN(C4C=CC=CC=4)CC3)N=2)CCCCC1.[NH2:29][C:30]([NH2:32])=[O:31].C.[OH-:34].[Na+], predict the reaction product. The product is: [N:29]1[C:10]2[CH:26]=[CH:27][S:28][C:9]=2[C:8]([OH:34])=[N:32][C:30]=1[OH:31].